Predict the reactants needed to synthesize the given product. From a dataset of Full USPTO retrosynthesis dataset with 1.9M reactions from patents (1976-2016). (1) Given the product [F:1][C:2]([F:7])([F:6])[C:3]([OH:5])=[O:4].[C:19]1([CH:18]2[CH:11]3[C:12](=[O:17])[CH:13]4[CH2:15][CH2:16][CH:10]3[CH:9]([CH2:14]4)[NH:8]2)[CH:24]=[CH:23][CH:22]=[CH:21][CH:20]=1, predict the reactants needed to synthesize it. The reactants are: [F:1][C:2]([F:7])([F:6])[C:3]([OH:5])=[O:4].[NH2:8][CH:9]1[CH2:14][CH:13]2[CH2:15][CH2:16][CH:10]1[CH2:11][C:12]2=[O:17].[CH:18](=O)[C:19]1[CH:24]=[CH:23][CH:22]=[CH:21][CH:20]=1. (2) Given the product [O:8]=[C:9]1[NH:14][C:13]([S:15][CH2:16][CH2:17][C:18]([OH:20])=[O:19])=[N:12][CH:11]=[CH:10]1, predict the reactants needed to synthesize it. The reactants are: FC(F)(F)C(O)=O.[O:8]=[C:9]1[NH:14][C:13]([S:15][CH2:16][CH2:17][C:18]([O:20]C(C)(C)C)=[O:19])=[N:12][CH:11]=[CH:10]1. (3) Given the product [C:1](=[O:15])([O:5][C:6]1[CH:11]=[CH:10][C:9]([N+:12]([O-:14])=[O:13])=[CH:8][CH:7]=1)[O:2][CH2:3][I:16], predict the reactants needed to synthesize it. The reactants are: [C:1](=[O:15])([O:5][C:6]1[CH:11]=[CH:10][C:9]([N+:12]([O-:14])=[O:13])=[CH:8][CH:7]=1)[O:2][CH2:3]Cl.[I-:16].[Na+]. (4) Given the product [CH3:1][C:2]1[CH:11]=[CH:10][C:5]([C:6]([NH2:12])=[O:7])=[CH:4][N:3]=1, predict the reactants needed to synthesize it. The reactants are: [CH3:1][C:2]1[CH:11]=[CH:10][C:5]([C:6](OC)=[O:7])=[CH:4][N:3]=1.[NH3:12]. (5) Given the product [C:1]([O:5][C:6]([N:8]1[C:13]([CH3:14])=[CH:12][CH2:11][CH2:10][CH:9]1[CH:16]1[CH2:17][CH2:18][CH2:19][CH2:20]1)=[O:7])([CH3:2])([CH3:3])[CH3:4], predict the reactants needed to synthesize it. The reactants are: [C:1]([O:5][C:6]([N:8]1[C:13]([CH3:14])=[CH:12][C:11](Cl)=[CH:10][CH:9]1[CH:16]1[CH2:20][CH2:19][CH2:18][CH2:17]1)=[O:7])([CH3:4])([CH3:3])[CH3:2].C(=O)([O-])[O-].[Li+].[Li+].[H][H]. (6) Given the product [C:1]([O:5][C:6]([N:8]1[CH2:13][CH2:12][N:11]([CH2:14][C:42]2[C:43](=[O:44])[N:38]([CH2:37][CH:34]3[CH2:36][CH2:35]3)[N:39]=[C:40]([C:51]3[CH:56]=[CH:55][C:54]([O:57][CH3:58])=[C:53]([F:59])[CH:52]=3)[CH:41]=2)[CH2:10][CH2:9]1)=[O:7])([CH3:4])([CH3:3])[CH3:2], predict the reactants needed to synthesize it. The reactants are: [C:1]([O:5][C:6]([N:8]1[CH2:13][CH2:12][N:11]([C:14]2C(=O)N(CC(C)C)N=C(C3C=CC(C)=C(F)C=3)C=2C)[CH2:10][CH2:9]1)=[O:7])([CH3:4])([CH3:3])[CH3:2].[CH:34]1([CH2:37][N:38]2[C:43](=[O:44])[C:42](COS(C)(=O)=O)=[CH:41][C:40]([C:51]3[CH:56]=[CH:55][C:54]([O:57][CH3:58])=[C:53]([F:59])[CH:52]=3)=[N:39]2)[CH2:36][CH2:35]1.N1(C(OC(C)(C)C)=O)CCNCC1.